Dataset: Experimentally validated miRNA-target interactions with 360,000+ pairs, plus equal number of negative samples. Task: Binary Classification. Given a miRNA mature sequence and a target amino acid sequence, predict their likelihood of interaction. (1) The miRNA is mmu-miR-6418-3p with sequence ACUGCAACCUCCUUUCUCCAGG. The protein sequence of the target gene is MKVARFQKIPNGENETMIPVLTSKKASELPVSEVASILQADLQNGLNKCEVSHRRAFHGWNEFDISEDEPLWKKYISQFKNPLIMLLLASAVISVLMHQFDDAVSITVAILIVVTVAFVQEYRSEKSLEELSKLVPPECHCVREGKLEHTLARDLVPGDTVCLSVGDRVPADLRLFEAVDLSIDESSLTGETTPCSKVTAPQPAATNGDLASRSNIAFMGTLVRCGKAKGVVIGTGENSEFGEVFKMMQAEEAPKTPLQKSMDLLGKQLSFYSFGIIGIIMLVGWLLGKDILEMFTISVS.... Result: 0 (no interaction). (2) The miRNA is hsa-miR-4527 with sequence UGGUCUGCAAAGAGAUGACUGU. The protein sequence of the target gene is MSVFGKLFGAGGGKAGKGGPTPQEAIQRLRDTEEMLSKKQEFLEKKIEQELTAAKKHGTKNKRAALQALKRKKRYEKQLAQIDGTLSTIEFQREALENANTNTEVLKNMGYAAKAMKAAHDNMDIDKVDELMQDIADQQELAEEISTAISKPVGFGEEFDEDELMAELEELEQEELDKNLLEISGPETVPLPNVPSVALPSKPAKKKEEEDDDMKELENWAGSM. Result: 0 (no interaction).